Dataset: Reaction yield outcomes from USPTO patents with 853,638 reactions. Task: Predict the reaction yield, written as a fraction of the theoretical maximum amount of product (1.0 means a 100% yield; for example, 0.34 means a 34% yield). (1) The reactants are [CH3:1][C:2]1[CH:7]=[CH:6][CH:5]=[CH:4][C:3]=1[N:8]1[C:12]2[CH:13]=[CH:14][CH:15]=[CH:16][C:11]=2[NH:10][S:9]1(=[O:18])=[O:17].C1(P(C2C=CC=CC=2)C2C=CC=CC=2)C=CC=CC=1.O[CH2:39][CH2:40][N:41]1[CH2:46][CH2:45][N:44]([C:47]([O:49][C:50]([CH3:53])([CH3:52])[CH3:51])=[O:48])[CH2:43][CH2:42]1.CC(OC(/N=N/C(OC(C)C)=O)=O)C. The catalyst is O1CCCC1. The product is [CH3:1][C:2]1[CH:7]=[CH:6][CH:5]=[CH:4][C:3]=1[N:8]1[C:12]2[CH:13]=[CH:14][CH:15]=[CH:16][C:11]=2[N:10]([CH2:39][CH2:40][N:41]2[CH2:46][CH2:45][N:44]([C:47]([O:49][C:50]([CH3:51])([CH3:53])[CH3:52])=[O:48])[CH2:43][CH2:42]2)[S:9]1(=[O:18])=[O:17]. The yield is 0.690. (2) The reactants are [C:1]([O:5][C:6](=[O:24])[N:7]([C@H:9]([C:14]([N:16]1[CH2:21][CH2:20][C:19](O)(O)[CH2:18][CH2:17]1)=[O:15])[CH2:10][CH:11]([CH3:13])[CH3:12])[CH3:8])([CH3:4])([CH3:3])[CH3:2].Cl.[NH2:26][OH:27].C([O-])(=O)C.[Na+]. The catalyst is C(O)C. The product is [C:1]([O:5][C:6](=[O:24])[N:7]([C@H:9]([C:14]([N:16]1[CH2:21][CH2:20][C:19](=[N:26][OH:27])[CH2:18][CH2:17]1)=[O:15])[CH2:10][CH:11]([CH3:13])[CH3:12])[CH3:8])([CH3:4])([CH3:3])[CH3:2]. The yield is 1.00. (3) The reactants are [SH:1][C:2]1[CH:7]=[CH:6][CH:5]=[CH:4][N:3]=1.F[C:9]1[CH:14]=[CH:13][CH:12]=[CH:11][C:10]=1[N+:15]([O-:17])=[O:16].[N:18]1[CH:23]=[CH:22][CH:21]=[CH:20][C:19]=1[S:24][C:25]1[CH:31]=[CH:30][CH:29]=[CH:28][C:26]=1[NH2:27].NC1SC=[CH:36][N:37]=1. No catalyst specified. The product is [N:3]1[CH:4]=[CH:5][CH:6]=[CH:7][C:2]=1[S:1][C:9]1[CH:14]=[CH:13][CH:12]=[CH:11][C:10]=1[N+:15]([O-:17])=[O:16].[N:18]1[CH:23]=[CH:22][CH:21]=[CH:20][C:19]=1[S:24][C:25]1[CH:31]=[CH:30][CH:29]=[CH:28][C:26]=1[NH:27][C:36]([NH:37][C:2]1[S:1][CH:5]=[CH:4][N:3]=1)=[O:16]. The yield is 0.600. (4) The reactants are CCN(S(F)(F)[F:7])CC.O[C:11]1([CH3:43])[CH2:15][N:14]([C:16]([O:18][C:19]([CH3:22])([CH3:21])[CH3:20])=[O:17])[C@H:13]([C:23](=[O:42])[NH:24][CH2:25][C:26]2[CH:31]=[C:30]([C:32]3[CH:33]=[N:34][C:35]([C:38]([F:41])([F:40])[F:39])=[CH:36][CH:37]=3)[N:29]=[CH:28][N:27]=2)[CH2:12]1. The catalyst is ClCCl. The product is [F:7][C:11]1([CH3:43])[CH2:15][N:14]([C:16]([O:18][C:19]([CH3:22])([CH3:20])[CH3:21])=[O:17])[C@H:13]([C:23](=[O:42])[NH:24][CH2:25][C:26]2[CH:31]=[C:30]([C:32]3[CH:33]=[N:34][C:35]([C:38]([F:41])([F:40])[F:39])=[CH:36][CH:37]=3)[N:29]=[CH:28][N:27]=2)[CH2:12]1. The yield is 0.940.